This data is from Forward reaction prediction with 1.9M reactions from USPTO patents (1976-2016). The task is: Predict the product of the given reaction. Given the reactants [Br:1][C:2]1[C:11]([OH:12])=[CH:10][CH:9]=[C:8]2[C:3]=1[CH:4]=[CH:5][C:6]([NH:13][C:14]([C:16]1[C:20]3[CH:21]=[CH:22][CH:23]=[CH:24][C:19]=3[O:18][C:17]=1[CH2:25][CH2:26][CH2:27][CH3:28])=[O:15])=[CH:7]2.Br[CH2:30][C:31]#[N:32].C(=O)([O-])[O-].[K+].[K+], predict the reaction product. The product is: [Br:1][C:2]1[C:11]([O:12][CH2:30][C:31]#[N:32])=[CH:10][CH:9]=[C:8]2[C:3]=1[CH:4]=[CH:5][C:6]([NH:13][C:14]([C:16]1[C:20]3[CH:21]=[CH:22][CH:23]=[CH:24][C:19]=3[O:18][C:17]=1[CH2:25][CH2:26][CH2:27][CH3:28])=[O:15])=[CH:7]2.